Dataset: Peptide-MHC class II binding affinity with 134,281 pairs from IEDB. Task: Regression. Given a peptide amino acid sequence and an MHC pseudo amino acid sequence, predict their binding affinity value. This is MHC class II binding data. (1) The peptide sequence is LTPVTMAEVRLAAMFKK. The MHC is DRB1_1101 with pseudo-sequence DRB1_1101. The binding affinity (normalized) is 0.820. (2) The peptide sequence is FCVKVLAPYMPDVLE. The MHC is DRB5_0101 with pseudo-sequence DRB5_0101. The binding affinity (normalized) is 0.689. (3) The peptide sequence is AFKVAWTAANAAPAN. The MHC is DRB1_0802 with pseudo-sequence DRB1_0802. The binding affinity (normalized) is 0.816. (4) The peptide sequence is KDILEDERAAVDTYC. The MHC is HLA-DPA10201-DPB11401 with pseudo-sequence HLA-DPA10201-DPB11401. The binding affinity (normalized) is 0.299.